Dataset: Full USPTO retrosynthesis dataset with 1.9M reactions from patents (1976-2016). Task: Predict the reactants needed to synthesize the given product. (1) Given the product [NH:13]1[C:21]2[C:16](=[CH:17][CH:18]=[CH:19][CH:20]=2)[C:15]([C:8]([C:3]2([CH3:11])[CH2:4][C:5]([F:7])([F:6])[C:2]2([F:12])[F:1])=[O:9])=[CH:14]1, predict the reactants needed to synthesize it. The reactants are: [F:1][C:2]1([F:12])[C:5]([F:7])([F:6])[CH2:4][C:3]1([CH3:11])[C:8](Cl)=[O:9].[NH:13]1[C:21]2[C:16](=[CH:17][CH:18]=[CH:19][CH:20]=2)[CH:15]=[CH:14]1.C([Mg]Br)C. (2) Given the product [Cl:1][C:2]1[CH:7]=[C:6]([O:8][CH3:9])[C:5]([Cl:10])=[CH:4][C:3]=1[CH2:11][C:12]([OH:14])=[O:13], predict the reactants needed to synthesize it. The reactants are: [Cl:1][C:2]1[CH:7]=[C:6]([O:8][CH3:9])[C:5]([Cl:10])=[CH:4][C:3]=1[CH:11](C(OCC)=O)[C:12]([O:14]CC)=[O:13].[OH-].[Na+]. (3) Given the product [CH3:1][O:2][C:3]1[CH:8]=[CH:7][CH:6]=[CH:5][C:4]=1[C:9]1[C:17]2[C:12](=[N:13][CH:14]=[C:15]([C:42]3[CH:41]=[C:40]([CH:44]([C:46]4[C:51]([C:52]([F:55])([F:54])[F:53])=[CH:50][CH:49]=[CH:48][N:47]=4)[OH:45])[CH:39]=[CH:38][CH:43]=3)[CH:16]=2)[N:11]([S:27]([C:30]2[CH:31]=[CH:32][C:33]([CH3:36])=[CH:34][CH:35]=2)(=[O:29])=[O:28])[CH:10]=1, predict the reactants needed to synthesize it. The reactants are: [CH3:1][O:2][C:3]1[CH:8]=[CH:7][CH:6]=[CH:5][C:4]=1[C:9]1[C:17]2[C:12](=[N:13][CH:14]=[C:15](B3OC(C)(C)C(C)(C)O3)[CH:16]=2)[N:11]([S:27]([C:30]2[CH:35]=[CH:34][C:33]([CH3:36])=[CH:32][CH:31]=2)(=[O:29])=[O:28])[CH:10]=1.Br[C:38]1[CH:39]=[C:40]([CH:44]([C:46]2[C:51]([C:52]([F:55])([F:54])[F:53])=[CH:50][CH:49]=[CH:48][N:47]=2)[OH:45])[CH:41]=[CH:42][CH:43]=1.C(#N)C.C(=O)(O)[O-].[Na+]. (4) Given the product [CH2:1]([O:8][C:9]1[CH:10]=[CH:11][C:12]([NH:15][C:16]2[C:25]3[C:20](=[CH:21][CH:22]=[C:23]([C:26]4[N:30]([CH3:31])[C:29]([CH:32]=[O:33])=[CH:28][N:27]=4)[CH:24]=3)[N:19]=[CH:18][N:17]=2)=[CH:13][CH:14]=1)[C:2]1[CH:7]=[CH:6][CH:5]=[CH:4][CH:3]=1, predict the reactants needed to synthesize it. The reactants are: [CH2:1]([O:8][C:9]1[CH:14]=[CH:13][C:12]([NH:15][C:16]2[C:25]3[C:20](=[CH:21][CH:22]=[C:23]([C:26]4[N:30]([CH3:31])[C:29]([CH:32]5OCC[O:33]5)=[CH:28][N:27]=4)[CH:24]=3)[N:19]=[CH:18][N:17]=2)=[CH:11][CH:10]=1)[C:2]1[CH:7]=[CH:6][CH:5]=[CH:4][CH:3]=1.Cl.